From a dataset of Full USPTO retrosynthesis dataset with 1.9M reactions from patents (1976-2016). Predict the reactants needed to synthesize the given product. (1) The reactants are: [NH2:1][C:2]1[CH:3]=[C:4]([C:28]2[CH:29]=[CH:30][C:31]([Cl:43])=[C:32]3[C:36]=2[N:35]([CH3:37])[N:34]=[C:33]3[NH:38][S:39]([CH3:42])(=[O:41])=[O:40])[C:5]([C@@H:17]([NH2:27])[CH2:18][C:19]2[CH:24]=[C:23]([F:25])[CH:22]=[C:21]([F:26])[CH:20]=2)=[N:6][C:7]=1[C:8]#[C:9][C:10]1([OH:16])[CH2:13][C:12]([F:15])([F:14])[CH2:11]1.[F:44][C:45]1([F:62])[C:49]2[N:50]([CH2:57][C:58](O)=[O:59])[N:51]=[C:52]([C:53]([F:56])([F:55])[F:54])[C:48]=2[C@H:47]2[CH2:61][C@@H:46]12. Given the product [NH2:1][C:2]1[CH:3]=[C:4]([C:28]2[CH:29]=[CH:30][C:31]([Cl:43])=[C:32]3[C:36]=2[N:35]([CH3:37])[N:34]=[C:33]3[NH:38][S:39]([CH3:42])(=[O:41])=[O:40])[C:5]([C@@H:17]([NH:27][C:58](=[O:59])[CH2:57][N:50]2[C:49]3[C:45]([F:44])([F:62])[C@@H:46]4[CH2:61][C@@H:47]4[C:48]=3[C:52]([C:53]([F:55])([F:54])[F:56])=[N:51]2)[CH2:18][C:19]2[CH:24]=[C:23]([F:25])[CH:22]=[C:21]([F:26])[CH:20]=2)=[N:6][C:7]=1[C:8]#[C:9][C:10]1([OH:16])[CH2:11][C:12]([F:14])([F:15])[CH2:13]1, predict the reactants needed to synthesize it. (2) Given the product [F:1][C:2]1[CH:3]=[CH:4][CH:5]=[C:6]2[C:11]=1[N:10]=[CH:9][C:8]([S:20]([C:14]1[CH:19]=[CH:18][CH:17]=[CH:16][CH:15]=1)(=[O:22])=[O:21])=[CH:7]2, predict the reactants needed to synthesize it. The reactants are: [F:1][C:2]1[CH:3]=[CH:4][CH:5]=[C:6]2[C:11]=1[N:10]=[CH:9][C:8](I)=[CH:7]2.[Na+].[C:14]1([S:20]([O-:22])=[O:21])[CH:19]=[CH:18][CH:17]=[CH:16][CH:15]=1.C(=O)([O-])[O-].[K+].[K+]. (3) Given the product [Cl:1][C:2]1[C:7](=[O:8])[CH:6]=[CH:5][N:4]([C:10]2[CH:15]=[CH:14][CH:13]=[C:12]([C:16]([F:19])([F:18])[F:17])[CH:11]=2)[CH:3]=1, predict the reactants needed to synthesize it. The reactants are: [Cl:1][C:2]1[CH:3]=[N:4][CH:5]=[CH:6][C:7]=1[OH:8].F[C:10]1[CH:15]=[CH:14][CH:13]=[C:12]([C:16]([F:19])([F:18])[F:17])[CH:11]=1.C(=O)([O-])[O-].[K+].[K+]. (4) Given the product [CH2:1]([O:3][C:4]([N:6]1[CH2:11][CH2:10][C@@H:9]([NH:12][S:13]([C:16]2[C:25]3[C:20](=[CH:21][CH:22]=[CH:23][CH:24]=3)[C:19]([NH:26][C:27](=[O:35])[C:28]3[CH:33]=[CH:32][CH:31]=[CH:30][C:29]=3[CH3:34])=[CH:18][CH:17]=2)(=[O:14])=[O:15])[C@H:8]([CH2:36][OH:37])[CH2:7]1)=[O:5])[CH3:2], predict the reactants needed to synthesize it. The reactants are: [CH2:1]([O:3][C:4]([N:6]1[CH2:11][CH2:10][C@@H:9]([NH:12][S:13]([C:16]2[C:25]3[C:20](=[CH:21][CH:22]=[CH:23][CH:24]=3)[C:19]([NH:26][C:27](=[O:35])[C:28]3[CH:33]=[CH:32][CH:31]=[CH:30][C:29]=3[CH3:34])=[CH:18][CH:17]=2)(=[O:15])=[O:14])[C@H:8]([C:36](OCC)=[O:37])[CH2:7]1)=[O:5])[CH3:2].C(OC(N1CCC(N)CC1)=O)(C)(C)C.N(C(C)C)=C=O.[BH4-].[Li+]. (5) Given the product [NH2:1][C:2]1[C:12]([Cl:32])=[C:11]([CH:13]=[O:14])[C:10]([Br:15])=[CH:9][C:3]=1[C:4]([O:6][CH2:7][CH3:8])=[O:5], predict the reactants needed to synthesize it. The reactants are: [NH2:1][C:2]1[CH:12]=[C:11]([CH:13]=[O:14])[C:10]([Br:15])=[CH:9][C:3]=1[C:4]([O:6][CH2:7][CH3:8])=[O:5].C(OC(=O)C1C=C(C(F)(F)F)C(C=O)=C([Cl:32])C=1N)C. (6) The reactants are: [NH2:1][C:2]1[CH:3]=[N:4][C:5]2[C:10]([C:11]=1[Br:12])=[CH:9][C:8](OC)=[CH:7][CH:6]=2.[F:15][B-:16]([F:19])([F:18])[F:17].[N:20]#[O+].C1[CH2:26][O:25]CC1. Given the product [F:15][B-:16]([F:19])([F:18])[F:17].[Br:12][C:11]1[C:2]([N+:1]#[N:20])([O:25][CH3:26])[CH2:3][N:4]=[C:5]2[C:10]=1[CH:9]=[CH:8][CH:7]=[CH:6]2, predict the reactants needed to synthesize it.